Dataset: NCI-60 drug combinations with 297,098 pairs across 59 cell lines. Task: Regression. Given two drug SMILES strings and cell line genomic features, predict the synergy score measuring deviation from expected non-interaction effect. (1) Drug 1: C1=NC2=C(N=C(N=C2N1C3C(C(C(O3)CO)O)F)Cl)N. Drug 2: C1C(C(OC1N2C=NC(=NC2=O)N)CO)O. Cell line: HS 578T. Synergy scores: CSS=3.38, Synergy_ZIP=-1.24, Synergy_Bliss=1.61, Synergy_Loewe=-1.58, Synergy_HSA=0.557. (2) Drug 1: C1=CC(=C2C(=C1NCCNCCO)C(=O)C3=C(C=CC(=C3C2=O)O)O)NCCNCCO. Drug 2: CC1CCC2CC(C(=CC=CC=CC(CC(C(=O)C(C(C(=CC(C(=O)CC(OC(=O)C3CCCCN3C(=O)C(=O)C1(O2)O)C(C)CC4CCC(C(C4)OC)OCCO)C)C)O)OC)C)C)C)OC. Cell line: BT-549. Synergy scores: CSS=45.8, Synergy_ZIP=-1.26, Synergy_Bliss=-2.23, Synergy_Loewe=4.36, Synergy_HSA=6.00. (3) Drug 1: C1C(C(OC1N2C=C(C(=O)NC2=O)F)CO)O. Drug 2: C1C(C(OC1N2C=NC3=C2NC=NCC3O)CO)O. Cell line: SW-620. Synergy scores: CSS=25.5, Synergy_ZIP=0.466, Synergy_Bliss=-0.374, Synergy_Loewe=-13.3, Synergy_HSA=-0.579.